This data is from Forward reaction prediction with 1.9M reactions from USPTO patents (1976-2016). The task is: Predict the product of the given reaction. Given the reactants [CH3:1][C:2]1[O:3][C:4]2[C:9]([C:10](=[O:12])[CH:11]=1)=[CH:8][CH:7]=[CH:6][C:5]=2[CH:13]=O.[CH3:15][O:16][C:17]1[CH:18]=[C:19]([C:23](=[O:28])[CH2:24][C:25](=[O:27])[CH3:26])[CH:20]=[CH:21][CH:22]=1.C(O)(=O)C.N1CCCCC1, predict the reaction product. The product is: [CH3:15][O:16][C:17]1[CH:18]=[C:19]([C:23](=[O:28])[C:24](=[CH:13][C:5]2[CH:6]=[CH:7][CH:8]=[C:9]3[C:4]=2[O:3][C:2]([CH3:1])=[CH:11][C:10]3=[O:12])[C:25](=[O:27])[CH3:26])[CH:20]=[CH:21][CH:22]=1.